Dataset: Full USPTO retrosynthesis dataset with 1.9M reactions from patents (1976-2016). Task: Predict the reactants needed to synthesize the given product. (1) Given the product [CH2:28]([N:27]([CH2:32][CH3:31])[C:3](=[O:25])[CH:4]=[CH:5][C:6]1[C:14]2[N:13]([C:15]3[CH:20]=[CH:19][CH:18]=[CH:17][CH:16]=3)[CH:12]=[N:11][C:10]=2[CH:9]=[C:8]([C:21]([F:24])([F:23])[F:22])[CH:7]=1)[CH3:29], predict the reactants needed to synthesize it. The reactants are: CO[C:3](=[O:25])[CH:4]=[CH:5][C:6]1[C:14]2[N:13]([C:15]3[CH:20]=[CH:19][CH:18]=[CH:17][CH:16]=3)[CH:12]=[N:11][C:10]=2[CH:9]=[C:8]([C:21]([F:24])([F:23])[F:22])[CH:7]=1.C[N:27]1[CH2:32][CH2:31]N(C(=O)C=CC2N(C3C=CC=CC=3)C3C=CC(C(F)(F)F)=CC=3N=2)[CH2:29][CH2:28]1. (2) Given the product [CH3:1][C:2]1([CH3:14])[C:6]([CH3:7])([CH3:8])[O:5][B:4]([C:9]2[CH:13]=[N:12][N:11]([CH2:16][CH2:17][N:18]3[CH2:23][CH2:22][N:21]([C:24]([O:26][C:27]([CH3:28])([CH3:30])[CH3:29])=[O:25])[CH2:20][CH2:19]3)[CH:10]=2)[O:3]1, predict the reactants needed to synthesize it. The reactants are: [CH3:1][C:2]1([CH3:14])[C:6]([CH3:8])([CH3:7])[O:5][B:4]([C:9]2[CH:10]=[N:11][NH:12][CH:13]=2)[O:3]1.O[CH2:16][CH2:17][N:18]1[CH2:23][CH2:22][N:21]([C:24]([O:26][C:27]([CH3:30])([CH3:29])[CH3:28])=[O:25])[CH2:20][CH2:19]1.C(P(CCCC)(CCCC)=CC#N)CCC. (3) Given the product [CH2:23]([N:30]1[CH2:35][CH2:34][CH:33]([NH:36][C:2]2[CH:7]=[C:6]([C:8]3[N:9]([CH3:22])[C:10]([S:20][CH3:21])=[N:11][C:12]=3[C:13]3[CH:18]=[CH:17][C:16]([F:19])=[CH:15][CH:14]=3)[CH:5]=[CH:4][N:3]=2)[CH2:32][CH2:31]1)[C:24]1[CH:25]=[CH:26][CH:27]=[CH:28][CH:29]=1, predict the reactants needed to synthesize it. The reactants are: F[C:2]1[CH:7]=[C:6]([C:8]2[N:9]([CH3:22])[C:10]([S:20][CH3:21])=[N:11][C:12]=2[C:13]2[CH:18]=[CH:17][C:16]([F:19])=[CH:15][CH:14]=2)[CH:5]=[CH:4][N:3]=1.[CH2:23]([N:30]1[CH2:35][CH2:34][CH:33]([NH2:36])[CH2:32][CH2:31]1)[C:24]1[CH:29]=[CH:28][CH:27]=[CH:26][CH:25]=1. (4) Given the product [OH:7][CH2:8][C:9]1[CH:14]=[C:13]([CH3:15])[C:12]([CH2:16][CH2:17][CH2:18][OH:19])=[C:11]([CH3:21])[CH:10]=1, predict the reactants needed to synthesize it. The reactants are: [H-].[H-].[H-].[H-].[Li+].[Al+3].[OH:7][CH2:8][C:9]1[CH:14]=[C:13]([CH3:15])[C:12]([CH2:16][CH2:17][C:18](O)=[O:19])=[C:11]([CH3:21])[CH:10]=1. (5) Given the product [C:1]([O:5][C:6]([N:8]1[C:13]2[CH:14]=[C:15]([Cl:19])[C:16]([NH:18][C:41]#[N:40])=[CH:17][C:12]=2[O:11][CH:10]([C:20](=[O:39])[N:21]([CH2:23][CH2:24][C:25]([C:37]#[N:38])([CH2:35][CH3:36])[CH2:26]/[C:27](/[CH:33]=[CH2:34])=[CH:28]/[CH:29]=[C:30](/[F:32])\[CH3:31])[CH3:22])[CH2:9]1)=[O:7])([CH3:2])([CH3:3])[CH3:4], predict the reactants needed to synthesize it. The reactants are: [C:1]([O:5][C:6]([N:8]1[C:13]2[CH:14]=[C:15]([Cl:19])[C:16]([NH2:18])=[CH:17][C:12]=2[O:11][CH:10]([C:20](=[O:39])[N:21]([CH2:23][CH2:24][C:25]([C:37]#[N:38])([CH2:35][CH3:36])[CH2:26]/[C:27](/[CH:33]=[CH2:34])=[CH:28]/[CH:29]=[C:30](/[F:32])\[CH3:31])[CH3:22])[CH2:9]1)=[O:7])([CH3:4])([CH3:3])[CH3:2].[N:40]#[C:41]Br. (6) Given the product [Cl:1][C:2]1[C:7]([O:8][C:9]2[C:10]([O:15][CH2:16][C:17]([O:19][CH3:20])=[O:18])=[N:11][CH:12]=[CH:13][CH:14]=2)=[CH:6][C:5]([NH2:21])=[C:4]([F:25])[CH:3]=1, predict the reactants needed to synthesize it. The reactants are: [Cl:1][C:2]1[C:7]([O:8][C:9]2[C:10]([O:15][CH2:16][C:17]([O:19][CH3:20])=[O:18])=[N:11][CH:12]=[CH:13][CH:14]=2)=[CH:6][C:5]([NH:21]C(=O)C)=[C:4]([F:25])[CH:3]=1.